This data is from NCI-60 drug combinations with 297,098 pairs across 59 cell lines. The task is: Regression. Given two drug SMILES strings and cell line genomic features, predict the synergy score measuring deviation from expected non-interaction effect. (1) Drug 1: CCC1(CC2CC(C3=C(CCN(C2)C1)C4=CC=CC=C4N3)(C5=C(C=C6C(=C5)C78CCN9C7C(C=CC9)(C(C(C8N6C=O)(C(=O)OC)O)OC(=O)C)CC)OC)C(=O)OC)O.OS(=O)(=O)O. Drug 2: C1CN(CCN1C(=O)CCBr)C(=O)CCBr. Cell line: IGROV1. Synergy scores: CSS=13.2, Synergy_ZIP=-2.88, Synergy_Bliss=1.85, Synergy_Loewe=-0.0471, Synergy_HSA=-0.101. (2) Cell line: SNB-19. Drug 2: C1=CC(=CC=C1CCCC(=O)O)N(CCCl)CCCl. Synergy scores: CSS=27.2, Synergy_ZIP=5.20, Synergy_Bliss=4.23, Synergy_Loewe=3.07, Synergy_HSA=5.66. Drug 1: CC(CN1CC(=O)NC(=O)C1)N2CC(=O)NC(=O)C2. (3) Drug 1: CC1=C(C=C(C=C1)NC(=O)C2=CC=C(C=C2)CN3CCN(CC3)C)NC4=NC=CC(=N4)C5=CN=CC=C5. Drug 2: C1=NC2=C(N1)C(=S)N=CN2. Cell line: HOP-62. Synergy scores: CSS=30.9, Synergy_ZIP=-0.626, Synergy_Bliss=-1.61, Synergy_Loewe=-13.8, Synergy_HSA=-0.701. (4) Drug 1: CN1C(=O)N2C=NC(=C2N=N1)C(=O)N. Drug 2: CCC1(C2=C(COC1=O)C(=O)N3CC4=CC5=C(C=CC(=C5CN(C)C)O)N=C4C3=C2)O.Cl. Cell line: M14. Synergy scores: CSS=33.9, Synergy_ZIP=-0.0276, Synergy_Bliss=0.195, Synergy_Loewe=-48.7, Synergy_HSA=-0.121.